Task: Predict which catalyst facilitates the given reaction.. Dataset: Catalyst prediction with 721,799 reactions and 888 catalyst types from USPTO (1) Reactant: [CH2:1]([N:8]1[CH2:13][CH2:12][CH2:11][C:10]([OH:18])([C:14]([O:16][CH3:17])=[O:15])[CH2:9]1)[C:2]1[CH:7]=CC=CC=1.[C:19]([O:23][C:24]([N:26]1CCC(=O)[CH2:28][CH2:27]1)=[O:25])([CH3:22])([CH3:21])[CH3:20].C(O[BH-](OC(=O)C)OC(=O)C)(=O)C.[Na+].C(=O)([O-])O.[Na+]. Product: [OH:18][C:10]1([C:14]([O:16][CH3:17])=[O:15])[CH2:11][CH2:12][CH2:13][N:8]([CH:1]2[CH2:2][CH2:7][N:26]([C:24]([O:23][C:19]([CH3:22])([CH3:21])[CH3:20])=[O:25])[CH2:27][CH2:28]2)[CH2:9]1. The catalyst class is: 261. (2) Reactant: [CH:1]1([CH:8]=[O:9])[CH2:5][CH2:4][CH:3]([CH:6]=[O:7])[CH2:2]1.[BH4-].[Na+]. Product: [CH:1]1([CH2:8][OH:9])[CH2:5][CH2:4][CH:3]([CH2:6][OH:7])[CH2:2]1. The catalyst class is: 6. (3) The catalyst class is: 3. Reactant: [CH3:1][C:2]1[C:7]([CH2:8][C:9]([O:11][CH3:12])=[O:10])=[C:6]([C:13]2[CH:18]=[CH:17][C:16]([CH3:19])=[CH:15][CH:14]=2)[N:5]=[C:4]([N:20]2[CH2:25][CH2:24][CH2:23][CH2:22][CH2:21]2)[N:3]=1.[Li+].C[Si]([N-][Si](C)(C)C)(C)C.[CH2:36]1[CH2:40]O[CH2:38][CH2:37]1.IC(CC)C. Product: [CH3:40][CH:36]([CH2:37][CH3:38])[CH:8]([C:7]1[C:2]([CH3:1])=[N:3][C:4]([N:20]2[CH2:21][CH2:22][CH2:23][CH2:24][CH2:25]2)=[N:5][C:6]=1[C:13]1[CH:18]=[CH:17][C:16]([CH3:19])=[CH:15][CH:14]=1)[C:9]([O:11][CH3:12])=[O:10]. (4) Reactant: CN(C(ON1N=NC2C=CC=NC1=2)=[N+](C)C)C.F[P-](F)(F)(F)(F)F.Cl[CH2:26][CH2:27][C:28]([OH:30])=O.CCN(C(C)C)C(C)C.[Cl:40][C:41]1[C:42]([NH:62][C:63]2[CH:67]=[C:66]([CH3:68])[NH:65][N:64]=2)=[N:43][C:44]([NH:47][C:48]2[CH:53]=[C:52]([CH3:54])[C:51]([CH:55]3[CH2:60][CH2:59][NH:58][CH2:57][CH2:56]3)=[CH:50][C:49]=2[CH3:61])=[N:45][CH:46]=1. Product: [Cl:40][C:41]1[C:42]([NH:62][C:63]2[CH:67]=[C:66]([CH3:68])[NH:65][N:64]=2)=[N:43][C:44]([NH:47][C:48]2[C:49]([CH3:61])=[CH:50][C:51]([CH:55]3[CH2:60][CH2:59][N:58]([C:28](=[O:30])[CH:27]=[CH2:26])[CH2:57][CH2:56]3)=[C:52]([CH3:54])[CH:53]=2)=[N:45][CH:46]=1. The catalyst class is: 3. (5) Reactant: Cl[C:2]1[N:7]=[C:6]([NH:8][CH:9]2[CH2:26][CH2:25][C:12]3([CH2:17][CH2:16][N:15](C(OC(C)(C)C)=O)[CH2:14][CH2:13]3)[CH2:11][CH2:10]2)[C:5]([Cl:27])=[CH:4][N:3]=1.[CH3:28][N:29]1[C:33]([CH3:34])=[CH:32][C:31]([NH2:35])=[N:30]1.FC(F)(F)C(O)=O. Product: [Cl:27][C:5]1[C:6]([NH:8][CH:9]2[CH2:10][CH2:11][C:12]3([CH2:17][CH2:16][NH:15][CH2:14][CH2:13]3)[CH2:25][CH2:26]2)=[N:7][C:2]([NH:35][C:31]2[CH:32]=[C:33]([CH3:34])[N:29]([CH3:28])[N:30]=2)=[N:3][CH:4]=1. The catalyst class is: 12. (6) Reactant: [CH3:1][N:2]([CH:10]1[CH2:15][CH2:14][CH:13]([O:16][C:17]2[N:18]=[CH:19][N:20]=[C:21]3[C:28]=2[C:27]2[C@@H:26]([CH2:29][CH:30]=[O:31])[CH2:25][CH2:24][C:23]=2[S:22]3)[CH2:12][CH2:11]1)[C:3](=[O:9])[O:4][C:5]([CH3:8])([CH3:7])[CH3:6].B([CH2:37][CH3:38])(CC)CC.[C:39]([O:43]O)(C)(C)[CH3:40].O=O.[NH4+].[OH-]. Product: [OH:31][C@H:30]([C@@H:38]1[CH2:37][CH2:40][CH2:39][O:43]1)[CH2:29][C@H:26]1[CH2:25][CH2:24][C:23]2[S:22][C:21]3[C:28](=[C:17]([O:16][CH:13]4[CH2:14][CH2:15][CH:10]([N:2]([CH3:1])[C:3](=[O:9])[O:4][C:5]([CH3:8])([CH3:6])[CH3:7])[CH2:11][CH2:12]4)[N:18]=[CH:19][N:20]=3)[C:27]1=2. The catalyst class is: 1.